Dataset: NCI-60 drug combinations with 297,098 pairs across 59 cell lines. Task: Regression. Given two drug SMILES strings and cell line genomic features, predict the synergy score measuring deviation from expected non-interaction effect. Drug 1: CC12CCC(CC1=CCC3C2CCC4(C3CC=C4C5=CN=CC=C5)C)O. Drug 2: C1CN(CCN1C(=O)CCBr)C(=O)CCBr. Cell line: TK-10. Synergy scores: CSS=9.22, Synergy_ZIP=-0.832, Synergy_Bliss=4.09, Synergy_Loewe=0.518, Synergy_HSA=1.07.